From a dataset of Full USPTO retrosynthesis dataset with 1.9M reactions from patents (1976-2016). Predict the reactants needed to synthesize the given product. (1) The reactants are: [Br:1][C:2]1[CH:3]=[C:4]([NH2:9])[C:5]([NH2:8])=[N:6][CH:7]=1.[CH:10]1([C:13](Cl)=O)[CH2:12][CH2:11]1.Cl[C:17]([O:19][CH2:20][CH:21]([CH3:23])[CH3:22])=[O:18]. Given the product [Br:1][C:2]1[CH:3]=[C:4]2[N:9]=[C:13]([CH:10]3[CH2:11][CH2:12]3)[N:8]([C:17]([O:19][CH2:20][CH:21]([CH3:23])[CH3:22])=[O:18])[C:5]2=[N:6][CH:7]=1, predict the reactants needed to synthesize it. (2) Given the product [NH2:8][C:6]1[CH:5]=[CH:4][N:3]=[C:2]([N:11]2[CH2:12][CH2:13][CH:14]([NH:17][C:18](=[O:24])[O:19][C:20]([CH3:22])([CH3:21])[CH3:23])[CH2:15][CH2:16]2)[CH:7]=1, predict the reactants needed to synthesize it. The reactants are: Cl[C:2]1[CH:7]=[C:6]([N+:8]([O-])=O)[CH:5]=[CH:4][N:3]=1.[NH:11]1[CH2:16][CH2:15][CH:14]([NH:17][C:18](=[O:24])[O:19][C:20]([CH3:23])([CH3:22])[CH3:21])[CH2:13][CH2:12]1. (3) Given the product [NH2:14][C:9]1[CH:10]=[CH:11][CH:12]=[CH:13][C:8]=1[S:5]([NH:4][CH2:3][CH2:2][OH:1])(=[O:7])=[O:6], predict the reactants needed to synthesize it. The reactants are: [OH:1][CH2:2][CH2:3][NH:4][S:5]([C:8]1[CH:13]=[CH:12][CH:11]=[CH:10][C:9]=1[N+:14]([O-])=O)(=[O:7])=[O:6]. (4) Given the product [CH3:4][NH:5][C:6]([C:8]1[S:9][CH:10]=[CH:11][C:12]=1[NH:13][C:14]1[C:19]([Cl:20])=[CH:18][N:17]=[C:16]([NH:21][C:22]2[CH:23]=[CH:24][C:25]3[CH2:31][N:30]([CH2:1][CH3:2])[CH2:29][C:28](=[O:32])[N:27]([CH2:33][CH3:34])[C:26]=3[CH:35]=2)[N:15]=1)=[O:7], predict the reactants needed to synthesize it. The reactants are: [CH:1](=O)[CH3:2].[CH3:4][NH:5][C:6]([C:8]1[S:9][CH:10]=[CH:11][C:12]=1[NH:13][C:14]1[C:19]([Cl:20])=[CH:18][N:17]=[C:16]([NH:21][C:22]2[CH:23]=[CH:24][C:25]3[CH2:31][NH:30][CH2:29][C:28](=[O:32])[N:27]([CH2:33][CH3:34])[C:26]=3[CH:35]=2)[N:15]=1)=[O:7].C(O[BH-](OC(=O)C)OC(=O)C)(=O)C.[Na+]. (5) Given the product [C:26]([O:25][C:23]([N:1]1[C:5]2[CH:6]=[CH:7][CH:8]=[CH:9][C:4]=2[N:3]=[C:2]1[CH2:10][CH2:11][CH2:12][OH:13])=[O:24])([CH3:29])([CH3:28])[CH3:27], predict the reactants needed to synthesize it. The reactants are: [NH:1]1[C:5]2[CH:6]=[CH:7][CH:8]=[CH:9][C:4]=2[N:3]=[C:2]1[CH2:10][CH2:11][CH2:12][OH:13].C(N(CC)C(C)C)(C)C.[C:23](O[C:23]([O:25][C:26]([CH3:29])([CH3:28])[CH3:27])=[O:24])([O:25][C:26]([CH3:29])([CH3:28])[CH3:27])=[O:24]. (6) Given the product [Si:1]([O:8][CH2:9][C@@H:10]([NH:11][C:22]([N:37]1[CH2:42][CH2:41][C:40]([C:43]2[C:51]3[C:46](=[N:47][CH:48]=[CH:49][CH:50]=3)[NH:45][CH:44]=2)=[CH:39][CH2:38]1)=[O:28])[C:12]1[CH:13]=[CH:14][CH:15]=[CH:16][CH:17]=1)([C:4]([CH3:7])([CH3:6])[CH3:5])([CH3:3])[CH3:2], predict the reactants needed to synthesize it. The reactants are: [Si:1]([O:8][CH2:9][C@H:10]([C:12]1[CH:17]=[CH:16][CH:15]=[CH:14][CH:13]=1)[NH2:11])([C:4]([CH3:7])([CH3:6])[CH3:5])([CH3:3])[CH3:2].ClC(Cl)(O[C:22](=[O:28])OC(Cl)(Cl)Cl)Cl.C(N(CC)CC)C.[NH:37]1[CH2:42][CH:41]=[C:40]([C:43]2[C:51]3[C:46](=[N:47][CH:48]=[CH:49][CH:50]=3)[NH:45][CH:44]=2)[CH2:39][CH2:38]1. (7) Given the product [C:1]1([C:8]2[CH:13]=[CH:12][CH:11]=[CH:10][CH:9]=2)[CH:2]=[CH:3][C:4]([NH:7][C:22](=[O:23])[C:21]2[CH:25]=[CH:26][C:18]([O:17][CH:14]3[CH2:16][CH2:15]3)=[C:19]([N+:27]([O-:29])=[O:28])[CH:20]=2)=[CH:5][CH:6]=1, predict the reactants needed to synthesize it. The reactants are: [C:1]1([C:8]2[CH:13]=[CH:12][CH:11]=[CH:10][CH:9]=2)[CH:6]=[CH:5][C:4]([NH2:7])=[CH:3][CH:2]=1.[CH:14]1([O:17][C:18]2[CH:26]=[CH:25][C:21]([C:22](O)=[O:23])=[CH:20][C:19]=2[N+:27]([O-:29])=[O:28])[CH2:16][CH2:15]1.C1CN([P+](ON2N=NC3C=CC=CC2=3)(N2CCCC2)N2CCCC2)CC1.F[P-](F)(F)(F)(F)F.C(N(C(C)C)C(C)C)C.